This data is from Catalyst prediction with 721,799 reactions and 888 catalyst types from USPTO. The task is: Predict which catalyst facilitates the given reaction. (1) Reactant: CO[C:3]([C:5]1[N:6]=[C:7]([C:23]#[N:24])[C:8]2[C:13]([C:14]=1[OH:15])=[CH:12][CH:11]=[C:10]([O:16][C:17]1[CH:22]=[CH:21][CH:20]=[CH:19][CH:18]=1)[CH:9]=2)=[O:4].Cl.[NH2:26][C@@H:27]([CH:32]([CH3:34])[CH3:33])[CH2:28][C:29]([OH:31])=[O:30].C[O-].[Na+].Cl. Product: [C:23]([C:7]1[C:8]2[C:13](=[CH:12][CH:11]=[C:10]([O:16][C:17]3[CH:22]=[CH:21][CH:20]=[CH:19][CH:18]=3)[CH:9]=2)[C:14]([OH:15])=[C:5]([C:3]([NH:26][CH:27]([CH:32]([CH3:34])[CH3:33])[CH2:28][C:29]([OH:31])=[O:30])=[O:4])[N:6]=1)#[N:24]. The catalyst class is: 141. (2) Reactant: [CH3:1][O:2][C:3]1[CH:4]=[C:5]([CH:11]=[CH:12][C:13]([OH:15])=O)[CH:6]=[CH:7][C:8]=1[O:9][CH3:10].O[NH:17][C:18](=[NH:25])[CH2:19][CH2:20][CH2:21][CH2:22][CH2:23][CH3:24]. Product: [CH3:1][O:2][C:3]1[CH:4]=[C:5]([CH:11]=[CH:12][C:13]2[O:15][N:25]=[C:18]([CH2:19][CH2:20][CH2:21][CH2:22][CH2:23][CH3:24])[N:17]=2)[CH:6]=[CH:7][C:8]=1[O:9][CH3:10]. The catalyst class is: 11. (3) Reactant: [Cl:1][C:2]1[CH:3]=[C:4]2[C:8](=[CH:9][CH:10]=1)[NH:7][C:6]1[CH2:11][CH:12]3[N:16]([CH2:17][C:5]2=1)[CH2:15][CH2:14][CH2:13]3.ClC1C=CC2NC3CCN4C(C=3C=2C=1)CCC4.Br[CH2:36][CH2:37][C:38]1[CH:43]=[CH:42][C:41]([F:44])=[CH:40][CH:39]=1.C(N(CC)CC)C. Product: [F:44][C:41]1[CH:42]=[CH:43][C:38]([CH2:37][CH2:36][N:7]2[C:8]3[CH:4]=[CH:3][C:2]([Cl:1])=[CH:10][C:9]=3[C:11]3[CH:12]4[N:16]([CH2:17][CH2:5][C:6]2=3)[CH2:15][CH2:14][CH2:13]4)=[CH:39][CH:40]=1. The catalyst class is: 351. (4) Reactant: [Br:1][C:2]1[CH:23]=[C:22]([CH3:24])[C:5]([O:6][C:7]2[C:12]([O:13]C)=[C:11]([NH:15][CH:16]([CH2:19][CH3:20])[CH2:17][CH3:18])[CH:10]=[C:9]([CH3:21])[N:8]=2)=[C:4]([CH3:25])[CH:3]=1.B(Br)(Br)Br. Product: [Br:1][C:2]1[CH:23]=[C:22]([CH3:24])[C:5]([O:6][C:7]2[C:12]([OH:13])=[C:11]([NH:15][CH:16]([CH2:19][CH3:20])[CH2:17][CH3:18])[CH:10]=[C:9]([CH3:21])[N:8]=2)=[C:4]([CH3:25])[CH:3]=1. The catalyst class is: 2. (5) Reactant: [Br:1][C:2]1[CH:7]=[CH:6][C:5]([N:8]2[CH:12]=[CH:11][N:10]=[CH:9]2)=[CH:4][CH:3]=1.Br[CH2:14][CH2:15][CH2:16][CH2:17][CH2:18][CH2:19][CH2:20][CH2:21][CH2:22][CH2:23][CH2:24][CH2:25][CH2:26][CH3:27]. Product: [Br-:1].[Br:1][C:2]1[CH:3]=[CH:4][C:5]([N+:8]2[CH:12]=[CH:11][N:10]([CH2:27][CH2:26][CH2:25][CH2:24][CH2:23][CH2:22][CH2:21][CH2:20][CH2:19][CH2:18][CH2:17][CH2:16][CH2:15][CH3:14])[CH:9]=2)=[CH:6][CH:7]=1. The catalyst class is: 1. (6) Reactant: [Br:1][C:2]1[CH:10]=[C:9]2[C:5]([CH:6]=[CH:7][NH:8]2)=[CH:4][CH:3]=1.[H-].[Na+].Br[CH2:14][C:15]1[CH:20]=[CH:19][CH:18]=[C:17]([F:21])[CH:16]=1. Product: [Br:1][C:2]1[CH:10]=[C:9]2[C:5]([CH:6]=[CH:7][N:8]2[CH2:14][C:15]2[CH:20]=[CH:19][CH:18]=[C:17]([F:21])[CH:16]=2)=[CH:4][CH:3]=1. The catalyst class is: 42. (7) Reactant: COC1C=CC(C[O:8][C:9]2[C:18]3[C:13](=[C:14]([Cl:21])[C:15]([O:19][CH3:20])=[CH:16][CH:17]=3)[N:12]=[C:11]([C:22]3[S:23][CH:24]=[C:25]([CH3:27])[N:26]=3)[CH:10]=2)=CC=1. Product: [Cl:21][C:14]1[C:15]([O:19][CH3:20])=[CH:16][CH:17]=[C:18]2[C:13]=1[N:12]=[C:11]([C:22]1[S:23][CH:24]=[C:25]([CH3:27])[N:26]=1)[CH:10]=[C:9]2[OH:8]. The catalyst class is: 55. (8) Reactant: [C:1]1([C:7]([CH3:12])([CH3:11])[CH2:8][Mg]Br)[CH:6]=[CH:5][CH:4]=[CH:3][CH:2]=1.[C:13](OCC)(=[O:19])[C:14]([O:16][CH2:17][CH3:18])=[O:15]. Product: [CH2:17]([O:16][C:14](=[O:15])[C:13](=[O:19])[CH2:8][C:7]([CH3:12])([C:1]1[CH:6]=[CH:5][CH:4]=[CH:3][CH:2]=1)[CH3:11])[CH3:18]. The catalyst class is: 1. (9) Reactant: C1C=C[NH+]=CC=1.[O-][Cr](Cl)(=O)=O.[OH:12][CH:13]([C:24]1[CH:29]=[CH:28][CH:27]=[C:26]([OH:30])[CH:25]=1)[CH2:14][CH2:15][NH:16][C:17](=[O:23])[O:18][C:19]([CH3:22])([CH3:21])[CH3:20]. Product: [OH:30][C:26]1[CH:25]=[C:24]([C:13](=[O:12])[CH2:14][CH2:15][NH:16][C:17](=[O:23])[O:18][C:19]([CH3:20])([CH3:21])[CH3:22])[CH:29]=[CH:28][CH:27]=1. The catalyst class is: 2. (10) Reactant: C(OC([N:8]1[CH2:11][C:10]([O:13][C:14]2[CH:15]=[C:16]3[C:25](=[CH:26][C:27]=2[F:28])[O:24][CH2:23][C:22]2[N:17]3[CH:18]([CH3:30])[C:19](=[O:29])[NH:20][N:21]=2)([CH3:12])[CH2:9]1)=O)(C)(C)C.[C:31]([OH:37])([C:33]([F:36])([F:35])[F:34])=[O:32]. Product: [F:34][C:33]([F:36])([F:35])[C:31]([OH:37])=[O:32].[F:28][C:27]1[CH:26]=[C:25]2[C:16]([N:17]3[C:22]([CH2:23][O:24]2)=[N:21][NH:20][C:19](=[O:29])[CH:18]3[CH3:30])=[CH:15][C:14]=1[O:13][C:10]1([CH3:12])[CH2:9][NH:8][CH2:11]1. The catalyst class is: 2.